From a dataset of Full USPTO retrosynthesis dataset with 1.9M reactions from patents (1976-2016). Predict the reactants needed to synthesize the given product. (1) Given the product [F:33][C:23]1[CH:22]=[C:21](/[CH:20]=[C:15]2/[C:14](=[O:34])[N:13]([C@H:3]([C:4]3[CH:9]=[C:8]([F:10])[C:7]([F:11])=[C:6]([F:12])[CH:5]=3)[C@H:2]([OH:1])[CH3:35])[CH2:18][CH2:17][CH2:16]/2)[CH:26]=[CH:25][C:24]=1[N:27]1[CH:31]=[C:30]([CH3:32])[N:29]=[CH:28]1, predict the reactants needed to synthesize it. The reactants are: [OH:1][C@H:2]([CH3:35])[C@H:3]([NH:13][C:14](=[O:34])/[C:15](=[CH:20]/[C:21]1[CH:26]=[CH:25][C:24]([N:27]2[CH:31]=[C:30]([CH3:32])[N:29]=[CH:28]2)=[C:23]([F:33])[CH:22]=1)/[CH2:16][CH2:17][CH2:18]Cl)[C:4]1[CH:9]=[C:8]([F:10])[C:7]([F:11])=[C:6]([F:12])[CH:5]=1.[H-].[Na+].C(OCC)(=O)C. (2) The reactants are: [CH3:1][S:2]([C:5]1[CH:6]=[C:7]([C:15]2[CH:24]=[CH:23][C:22]3[C:17](=[CH:18][CH:19]=[C:20]([O:25]C)[CH:21]=3)[C:16]=2[O:27][C:28]2[CH:42]=[CH:41][C:31]([O:32][CH2:33][CH2:34][N:35]3[CH2:40][CH2:39][CH2:38][CH2:37][CH2:36]3)=[CH:30][CH:29]=2)[CH:8]=[CH:9][C:10]=1[S:11]([CH3:14])(=[O:13])=[O:12])(=[O:4])=[O:3].[ClH:43].B(Br)(Br)Br.CO. Given the product [ClH:43].[CH3:1][S:2]([C:5]1[CH:6]=[C:7]([C:15]2[C:16]([O:27][C:28]3[CH:42]=[CH:41][C:31]([O:32][CH2:33][CH2:34][N:35]4[CH2:40][CH2:39][CH2:38][CH2:37][CH2:36]4)=[CH:30][CH:29]=3)=[C:17]3[C:22](=[CH:23][CH:24]=2)[CH:21]=[C:20]([OH:25])[CH:19]=[CH:18]3)[CH:8]=[CH:9][C:10]=1[S:11]([CH3:14])(=[O:13])=[O:12])(=[O:3])=[O:4], predict the reactants needed to synthesize it.